From a dataset of Full USPTO retrosynthesis dataset with 1.9M reactions from patents (1976-2016). Predict the reactants needed to synthesize the given product. Given the product [C:43]([O:42][C:41](=[O:47])[NH:40][CH2:39][CH2:38][O:37][NH:36][C:18]([C@@H:13]1[CH2:12][CH2:11][C@@H:10]2[CH2:17][N:14]1[C:15](=[O:16])[N:9]2[O:8][CH2:1][C:2]1[CH:3]=[CH:4][CH:5]=[CH:6][CH:7]=1)=[O:20])([CH3:46])([CH3:44])[CH3:45], predict the reactants needed to synthesize it. The reactants are: [CH2:1]([O:8][N:9]1[C:15](=[O:16])[N:14]2[CH2:17][C@H:10]1[CH2:11][CH2:12][C@H:13]2[C:18]([OH:20])=O)[C:2]1[CH:7]=[CH:6][CH:5]=[CH:4][CH:3]=1.ClC(OCC(C)C)=O.C(N(CC)CC)C.[NH2:36][O:37][CH2:38][CH2:39][NH:40][C:41](=[O:47])[O:42][C:43]([CH3:46])([CH3:45])[CH3:44].